From a dataset of Full USPTO retrosynthesis dataset with 1.9M reactions from patents (1976-2016). Predict the reactants needed to synthesize the given product. Given the product [Cl:24][C:21]1[S:20][C:19]([C:17]2[O:16][N:15]=[C:14]([CH2:13][N:6]3[C:5]([C:3]([OH:4])=[O:2])=[CH:9][N:8]=[C:7]3[CH2:10][O:11][CH3:12])[CH:18]=2)=[CH:23][CH:22]=1, predict the reactants needed to synthesize it. The reactants are: C[O:2][C:3]([C:5]1[N:6]([CH2:13][C:14]2[CH:18]=[C:17]([C:19]3[S:20][C:21]([Cl:24])=[CH:22][CH:23]=3)[O:16][N:15]=2)[C:7]([CH2:10][O:11][CH3:12])=[N:8][CH:9]=1)=[O:4].O.[OH-].[Li+].